Dataset: Full USPTO retrosynthesis dataset with 1.9M reactions from patents (1976-2016). Task: Predict the reactants needed to synthesize the given product. (1) Given the product [F:5][C:6]1[CH:11]=[CH:10][C:9]([C:12]([CH2:13][CH2:14][CH2:15][C:16]([OH:18])=[O:17])=[O:19])=[CH:8][CH:7]=1, predict the reactants needed to synthesize it. The reactants are: [Al+3].[Cl-].[Cl-].[Cl-].[F:5][C:6]1[CH:11]=[CH:10][CH:9]=[CH:8][CH:7]=1.[C:12]1(=[O:19])[O:18][C:16](=[O:17])[CH2:15][CH2:14][CH2:13]1. (2) Given the product [Br:28][C:29]1[CH:30]=[N:31][C:32]([N:12]2[CH2:13][CH2:14][N:9]([C:6]3[N:5]=[C:4]([CH:1]([CH3:3])[CH3:2])[O:8][N:7]=3)[CH2:10][CH2:11]2)=[C:33]([CH:36]=1)[C:34]#[N:35], predict the reactants needed to synthesize it. The reactants are: [CH:1]([C:4]1[O:8][N:7]=[C:6]([N:9]2[CH2:14][CH2:13][NH:12][CH2:11][CH2:10]2)[N:5]=1)([CH3:3])[CH3:2].C1(C)C=CC=CC=1.C(=O)([O-])[O-].[K+].[K+].[Br:28][C:29]1[CH:30]=[N:31][C:32](Cl)=[C:33]([CH:36]=1)[C:34]#[N:35]. (3) Given the product [CH3:16][C:12]1[CH:11]=[CH:10][C:9]([NH:8][C:1](=[O:3])[CH3:2])=[CH:14][C:13]=1[O:15][CH2:26][CH2:25][O:24][C:20]1[CH:21]=[CH:22][CH:23]=[CH:18][CH:19]=1, predict the reactants needed to synthesize it. The reactants are: [C:1](OC(=O)C)(=[O:3])[CH3:2].[NH2:8][C:9]1[CH:10]=[CH:11][C:12]([CH3:16])=[C:13]([OH:15])[CH:14]=1.Br[C:18]1[CH:19]=[C:20]([O:24][CH2:25][CH3:26])[CH:21]=[CH:22][CH:23]=1.C([O-])([O-])=O.[Cs+].[Cs+]. (4) Given the product [CH3:18][N:19]1[CH2:24][CH2:23][N:22]([C:6]2[N:1]=[CH:2][C:3]([C:7]3[C:15]4[C:10](=[CH:11][C:12]([CH:16]=[O:17])=[CH:13][CH:14]=4)[NH:9][N:8]=3)=[CH:4][CH:5]=2)[CH2:21][CH2:20]1, predict the reactants needed to synthesize it. The reactants are: [N:1]1[CH:6]=[CH:5][CH:4]=[C:3]([C:7]2[C:15]3[C:10](=[CH:11][C:12]([CH:16]=[O:17])=[CH:13][CH:14]=3)[NH:9][N:8]=2)[CH:2]=1.[CH3:18][N:19]1[CH2:24][CH2:23][N:22](C2C=CC(B3OC(C)(C)C(C)(C)O3)=CN=2)[CH2:21][CH2:20]1. (5) The reactants are: [CH3:1][NH2:2].[CH2:3]([N:10]1[C:18]2[C:13](=[CH:14][CH:15]=[CH:16][CH:17]=2)[C:12]([C:19]2[O:20][C:21]([C:24](Cl)=[O:25])=[CH:22][CH:23]=2)=[N:11]1)[C:4]1[CH:9]=[CH:8][CH:7]=[CH:6][CH:5]=1. Given the product [CH2:3]([N:10]1[C:18]2[C:13](=[CH:14][CH:15]=[CH:16][CH:17]=2)[C:12]([C:19]2[O:20][C:21]([C:24](=[O:25])[NH:2][CH3:1])=[CH:22][CH:23]=2)=[N:11]1)[C:4]1[CH:9]=[CH:8][CH:7]=[CH:6][CH:5]=1, predict the reactants needed to synthesize it. (6) Given the product [Br:1][C:2]1[CH:20]=[CH:19][C:5]2[C:6]3[N:7]=[C:8]([C:14]4[N:25]([CH:22]([CH3:24])[CH3:23])[CH:16]=[N:17][N:18]=4)[S:9][C:10]=3[CH2:11][CH2:12][O:13][C:4]=2[CH:3]=1, predict the reactants needed to synthesize it. The reactants are: [Br:1][C:2]1[CH:20]=[CH:19][C:5]2[C:6]3[N:7]=[C:8]([C:14]4O[CH:16]=[N:17][N:18]=4)[S:9][C:10]=3[CH2:11][CH2:12][O:13][C:4]=2[CH:3]=1.Cl.[CH:22]([NH2:25])([CH3:24])[CH3:23]. (7) Given the product [NH2:1][CH2:2][C@H:3]1[C@H:4]2[C@@:8]([CH3:22])([C:7]([CH3:23])=[CH:6][CH2:5]2)[CH2:9][CH2:10][C@@H:11]1[C@@:12]1([CH3:21])[CH2:17][CH2:16][C@H:15]([OH:18])[CH2:14][C@@H:13]1[CH2:19][OH:20], predict the reactants needed to synthesize it. The reactants are: [NH2:1][CH2:2][C@@H:3]1[C@@H:11]([C@@:12]2([CH3:21])[CH2:17][CH2:16][C@H:15]([OH:18])[CH2:14][C@@H:13]2[CH2:19][OH:20])[CH2:10][CH2:9][C@@:8]2([CH3:22])[C@H:4]1[CH2:5][CH2:6][C:7]2=[CH2:23].CC1C=CC(S(O)(=O)=O)=CC=1.O.